Predict which catalyst facilitates the given reaction. From a dataset of Catalyst prediction with 721,799 reactions and 888 catalyst types from USPTO. (1) Reactant: [C:1]1([CH3:16])[CH:6]=[CH:5][C:4]([S:7]([NH:10][C@H:11]([C:13](O)=[O:14])[CH3:12])(=[O:9])=[O:8])=[CH:3][CH:2]=1.C(Cl)(=O)C([Cl:20])=O. Product: [S:7]([NH:10][C@H:11]([C:13]([Cl:20])=[O:14])[CH3:12])([C:4]1[CH:5]=[CH:6][C:1]([CH3:16])=[CH:2][CH:3]=1)(=[O:9])=[O:8]. The catalyst class is: 204. (2) Reactant: [CH2:1]([O:8][C@H:9]1[C@H:14]([O:15][CH2:16][C:17]2[CH:22]=[CH:21][CH:20]=[CH:19][CH:18]=2)[C@H:13]([O:23][CH2:24][C:25]2[CH:30]=[CH:29][CH:28]=[CH:27][CH:26]=2)[C@@H:12]([CH2:31][O:32][CH2:33][C:34]2[CH:39]=[CH:38][CH:37]=[CH:36][CH:35]=2)[O:11][C@@H:10]1CC([O-])=O)[C:2]1[CH:7]=[CH:6][CH:5]=[CH:4][CH:3]=1.[CH3:44][Si:45]([CH3:62])([CH3:61])[C:46]#[C:47][Sn](CCCC)(CCCC)CCCC.[Si](OS(C(F)(F)F)(=O)=O)(C)(C)C.CCN(CC)CC. Product: [CH3:62][Si:45]([CH3:44])([CH3:61])[C:46]#[C:47][C@@H:10]1[C@H:9]([O:8][CH2:1][C:2]2[CH:3]=[CH:4][CH:5]=[CH:6][CH:7]=2)[C@@H:14]([O:15][CH2:16][C:17]2[CH:22]=[CH:21][CH:20]=[CH:19][CH:18]=2)[C@H:13]([O:23][CH2:24][C:25]2[CH:26]=[CH:27][CH:28]=[CH:29][CH:30]=2)[C@@H:12]([CH2:31][O:32][CH2:33][C:34]2[CH:35]=[CH:36][CH:37]=[CH:38][CH:39]=2)[O:11]1. The catalyst class is: 2.